Task: Predict the product of the given reaction.. Dataset: Forward reaction prediction with 1.9M reactions from USPTO patents (1976-2016) (1) Given the reactants [F:1][C:2]1[CH:7]=[CH:6][C:5]([C:8]2[CH:16]=[CH:15][CH:14]=[C:13]3[C:9]=2[CH2:10][C:11](=[O:17])[NH:12]3)=[CH:4][CH:3]=1.[CH3:18][N:19]([CH3:35])[C@H:20]1[CH2:24][CH2:23][N:22]([C:25]([C:27]2[CH:31]=[C:30]([CH3:32])[NH:29][C:28]=2[CH:33]=O)=[O:26])[CH2:21]1, predict the reaction product. The product is: [CH3:18][N:19]([CH3:35])[C@H:20]1[CH2:24][CH2:23][N:22]([C:25]([C:27]2[CH:31]=[C:30]([CH3:32])[NH:29][C:28]=2[CH:33]=[C:10]2[C:9]3[C:13](=[CH:14][CH:15]=[CH:16][C:8]=3[C:5]3[CH:4]=[CH:3][C:2]([F:1])=[CH:7][CH:6]=3)[NH:12][C:11]2=[O:17])=[O:26])[CH2:21]1. (2) The product is: [NH3:6].[C:18]([O:17][C:15]([N:11]1[CH2:10][C@@H:9]2[CH2:14][C@H:12]1[CH2:13][N:8]2[C:5]1[N:6]=[N:7][C:2]([C:29]#[C:28][C:22]2[CH:27]=[CH:26][CH:25]=[CH:24][CH:23]=2)=[CH:3][CH:4]=1)=[O:16])([CH3:21])([CH3:20])[CH3:19]. Given the reactants Br[C:2]1[N:7]=[N:6][C:5]([N:8]2[CH2:13][C@@H:12]3[CH2:14][C@H:9]2[CH2:10][N:11]3[C:15]([O:17][C:18]([CH3:21])([CH3:20])[CH3:19])=[O:16])=[CH:4][CH:3]=1.[C:22]1([C:28]#[CH:29])[CH:27]=[CH:26][CH:25]=[CH:24][CH:23]=1.C(N(C(C)C)CC)(C)C.[OH-].[Na+], predict the reaction product. (3) Given the reactants O.O.O.O.O.O.O.[Cl-].[Ce+3].[Cl-].[Cl-].[CH3:12][C:13]1([CH3:20])[C:17](=[O:18])[CH:16]=[CH:15][C:14]1=[O:19].[BH4-].[Na+].[Cl-].[NH4+], predict the reaction product. The product is: [OH:19][CH:14]1[C:13]([CH3:20])([CH3:12])[C:17](=[O:18])[CH:16]=[CH:15]1.